Dataset: Full USPTO retrosynthesis dataset with 1.9M reactions from patents (1976-2016). Task: Predict the reactants needed to synthesize the given product. Given the product [C:31]([O:30][C:28](=[O:29])[NH:1][C@H:4]([C:5]([N:7]1[C@@H:11]([C:12]2[CH:17]=[CH:16][CH:15]=[CH:14][CH:13]=2)[CH2:10][O:9][C:8]1=[O:18])=[O:6])[C@H:19]([C:22]1[CH:27]=[CH:26][CH:25]=[CH:24][CH:23]=1)[CH2:20][CH3:21])([CH3:34])([CH3:33])[CH3:32], predict the reactants needed to synthesize it. The reactants are: [N:1]([C@@H:4]([C@H:19]([C:22]1[CH:27]=[CH:26][CH:25]=[CH:24][CH:23]=1)[CH2:20][CH3:21])[C:5]([N:7]1[C@@H:11]([C:12]2[CH:17]=[CH:16][CH:15]=[CH:14][CH:13]=2)[CH2:10][O:9][C:8]1=[O:18])=[O:6])=[N+]=[N-].[C:28](O[C:28]([O:30][C:31]([CH3:34])([CH3:33])[CH3:32])=[O:29])([O:30][C:31]([CH3:34])([CH3:33])[CH3:32])=[O:29].C(OCC)(=O)C.